From a dataset of Catalyst prediction with 721,799 reactions and 888 catalyst types from USPTO. Predict which catalyst facilitates the given reaction. (1) Reactant: Br[CH2:2][CH2:3][OH:4].[Br:5][C:6]1[CH:32]=[CH:31][C:9]([O:10][C:11]2[C:12](=[O:30])[N:13]([C:23]3[CH:28]=[CH:27][C:26]([Cl:29])=[CH:25][CH:24]=3)[N:14]=[CH:15][C:16]=2[N:17]2[CH2:22][CH2:21][NH:20][CH2:19][CH2:18]2)=[CH:8][CH:7]=1.[I-].[K+].C(=O)([O-])[O-].[K+].[K+]. Product: [Br:5][C:6]1[CH:32]=[CH:31][C:9]([O:10][C:11]2[C:12](=[O:30])[N:13]([C:23]3[CH:28]=[CH:27][C:26]([Cl:29])=[CH:25][CH:24]=3)[N:14]=[CH:15][C:16]=2[N:17]2[CH2:22][CH2:21][N:20]([CH2:2][CH2:3][OH:4])[CH2:19][CH2:18]2)=[CH:8][CH:7]=1. The catalyst class is: 346. (2) Reactant: [C:1]([O:5][C:6]([NH:8][CH:9]([C:13]1[CH:18]=[CH:17][CH:16]=[CH:15][C:14]=1[O:19][CH3:20])[C:10]([OH:12])=O)=[O:7])([CH3:4])([CH3:3])[CH3:2].[CH3:21][O:22][C:23]1[CH:24]=[C:25]([NH:31][CH2:32][CH2:33][C:34]2[CH:39]=[CH:38][C:37]([C:40]([F:43])([F:42])[F:41])=[CH:36][CH:35]=2)[CH:26]=[CH:27][C:28]=1[O:29][CH3:30].CN(C(ON1N=NC2C=CC=NC1=2)=[N+](C)C)C.F[P-](F)(F)(F)(F)F.CCN(CC)CC. Product: [C:1]([O:5][C:6](=[O:7])[NH:8][CH:9]([C:10](=[O:12])[N:31]([C:25]1[CH:26]=[CH:27][C:28]([O:29][CH3:30])=[C:23]([O:22][CH3:21])[CH:24]=1)[CH2:32][CH2:33][C:34]1[CH:35]=[CH:36][C:37]([C:40]([F:41])([F:42])[F:43])=[CH:38][CH:39]=1)[C:13]1[CH:18]=[CH:17][CH:16]=[CH:15][C:14]=1[O:19][CH3:20])([CH3:2])([CH3:3])[CH3:4]. The catalyst class is: 3. (3) Reactant: C(S([C:8]1[N:9]=[CH:10][C:11]2[CH:17]=[C:16]([O:18][CH2:19][CH3:20])[C:15](=[O:21])[NH:14][C:12]=2[N:13]=1)(=O)=O)CCC.[CH3:22][O:23][CH2:24][CH2:25][CH:26]([NH2:31])[CH2:27][CH2:28][O:29][CH3:30].C(Cl)Cl.C(Cl)Cl.CO.CC(C)=O. Product: [CH2:19]([O:18][C:16]1[C:15](=[O:21])[NH:14][CH:12]2[N:13]=[C:8]([NH:31][CH:26]([CH2:27][CH2:28][O:29][CH3:30])[CH2:25][CH2:24][O:23][CH3:22])[N:9]=[CH:10][CH:11]2[CH:17]=1)[CH3:20]. The catalyst class is: 26. (4) Reactant: [CH2:1]([C:3]1[CH:8]=[C:7]([F:9])[CH:6]=[CH:5][C:4]=1[OH:10])[CH3:2].C(=O)([O-])[O-].[Cs+].[Cs+].[Cl:17][C:18]1[C:19](F)=[CH:20][C:21]([F:27])=[C:22]([CH:26]=1)[C:23]([OH:25])=[O:24]. Product: [F:27][C:21]1[CH:20]=[C:19]([O:10][C:4]2[CH:5]=[CH:6][C:7]([F:9])=[CH:8][C:3]=2[CH2:1][CH3:2])[C:18]([Cl:17])=[CH:26][C:22]=1[C:23]([OH:25])=[O:24]. The catalyst class is: 16. (5) Reactant: N1C=CC=C(C=C[N:9]2[CH:18]=[CH:17][C:16]3[C:11](=[CH:12][CH:13]=[CH:14][CH:15]=3)[C:10]2=[O:19])C=1. Product: [N:9]1[CH:18]=[CH:17][CH:16]=[C:11]([CH2:12][CH2:13][C:17]2[C:16]3[C:11](=[CH:12][CH:13]=[CH:14][CH:15]=3)[C:10](=[O:19])[NH:9][CH:18]=2)[CH:10]=1. The catalyst class is: 403.